This data is from NCI-60 drug combinations with 297,098 pairs across 59 cell lines. The task is: Regression. Given two drug SMILES strings and cell line genomic features, predict the synergy score measuring deviation from expected non-interaction effect. (1) Drug 2: CC(C)CN1C=NC2=C1C3=CC=CC=C3N=C2N. Drug 1: CC1=C2C(C(=O)C3(C(CC4C(C3C(C(C2(C)C)(CC1OC(=O)C(C(C5=CC=CC=C5)NC(=O)C6=CC=CC=C6)O)O)OC(=O)C7=CC=CC=C7)(CO4)OC(=O)C)O)C)OC(=O)C. Cell line: MCF7. Synergy scores: CSS=19.1, Synergy_ZIP=-1.50, Synergy_Bliss=1.56, Synergy_Loewe=-9.68, Synergy_HSA=-1.26. (2) Drug 1: C1=CC=C(C=C1)NC(=O)CCCCCCC(=O)NO. Drug 2: C1CC(=O)NC(=O)C1N2C(=O)C3=CC=CC=C3C2=O. Cell line: OVCAR3. Synergy scores: CSS=7.08, Synergy_ZIP=-7.86, Synergy_Bliss=-9.25, Synergy_Loewe=-24.8, Synergy_HSA=-11.6. (3) Drug 1: CCN(CC)CCNC(=O)C1=C(NC(=C1C)C=C2C3=C(C=CC(=C3)F)NC2=O)C. Drug 2: C1CN(P(=O)(OC1)NCCCl)CCCl. Cell line: SF-295. Synergy scores: CSS=-0.0495, Synergy_ZIP=0.142, Synergy_Bliss=-0.792, Synergy_Loewe=-0.301, Synergy_HSA=-1.86.